From a dataset of HIV replication inhibition screening data with 41,000+ compounds from the AIDS Antiviral Screen. Binary Classification. Given a drug SMILES string, predict its activity (active/inactive) in a high-throughput screening assay against a specified biological target. (1) The compound is Cc1ccc(NC(=O)C(=O)C(C2C(C)CC(=O)C2CC(=O)O)[N+](=O)[O-])cc1. The result is 0 (inactive). (2) The molecule is CC=C(C)C(=O)OC1CCC2(CO2)C2(COC(C)=O)C(OC(C)=O)CC(C)C(C)(CC(O)C3=CC(=O)OC3)C12. The result is 0 (inactive).